This data is from Peptide-MHC class I binding affinity with 185,985 pairs from IEDB/IMGT. The task is: Regression. Given a peptide amino acid sequence and an MHC pseudo amino acid sequence, predict their binding affinity value. This is MHC class I binding data. (1) The peptide sequence is RTRGGVAAA. The MHC is HLA-B57:01 with pseudo-sequence HLA-B57:01. The binding affinity (normalized) is 0.0847. (2) The peptide sequence is VMSELFDTL. The MHC is HLA-A03:01 with pseudo-sequence HLA-A03:01. The binding affinity (normalized) is 0.0847. (3) The peptide sequence is EMDKDDESL. The MHC is HLA-A68:02 with pseudo-sequence HLA-A68:02. The binding affinity (normalized) is 0.671. (4) The peptide sequence is RMKMRRPHL. The MHC is BoLA-T2b with pseudo-sequence BoLA-T2b. The binding affinity (normalized) is 0.0641.